From a dataset of Catalyst prediction with 721,799 reactions and 888 catalyst types from USPTO. Predict which catalyst facilitates the given reaction. The catalyst class is: 1. Product: [Cl:36][C:31]1[CH:32]=[CH:33][CH:34]=[CH:35][C:30]=1[CH:28]([O:27][C:21]1[CH:20]=[C:19]([N:16]2[C:13]3[CH:14]=[N:15][C:10]([CH2:9][OH:8])=[CH:11][C:12]=3[N:18]=[CH:17]2)[S:23][C:22]=1[C:24]([NH2:26])=[O:25])[CH3:29]. Reactant: [Si]([O:8][CH2:9][C:10]1[N:15]=[CH:14][C:13]2[N:16]([C:19]3[S:23][C:22]([C:24]([NH2:26])=[O:25])=[C:21]([O:27][CH:28]([C:30]4[CH:35]=[CH:34][CH:33]=[CH:32][C:31]=4[Cl:36])[CH3:29])[CH:20]=3)[CH:17]=[N:18][C:12]=2[CH:11]=1)(C(C)(C)C)(C)C.[F-].C([N+](CCCC)(CCCC)CCCC)CCC.